This data is from Full USPTO retrosynthesis dataset with 1.9M reactions from patents (1976-2016). The task is: Predict the reactants needed to synthesize the given product. Given the product [OH:18][CH2:17][CH2:16][C:5]1([SH:4])[CH2:6][N:7]([C:9]([O:11][C:12]([CH3:14])([CH3:13])[CH3:15])=[O:10])[CH2:8]1, predict the reactants needed to synthesize it. The reactants are: C([S:4][C:5]1([CH2:16][CH:17]=[O:18])[CH2:8][N:7]([C:9]([O:11][C:12]([CH3:15])([CH3:14])[CH3:13])=[O:10])[CH2:6]1)(=O)C.[H-].[H-].[H-].[H-].[Li+].[Al+3].